This data is from Full USPTO retrosynthesis dataset with 1.9M reactions from patents (1976-2016). The task is: Predict the reactants needed to synthesize the given product. Given the product [ClH:1].[CH3:24][NH:25][CH2:2][CH2:3][CH2:4][CH:5]1[S:10][C:9]2[CH:11]=[CH:12][CH:13]=[CH:14][C:8]=2[N:7]([C:15]2[CH:20]=[CH:19][CH:18]=[C:17]([Cl:21])[CH:16]=2)[S:6]1(=[O:23])=[O:22], predict the reactants needed to synthesize it. The reactants are: [Cl:1][CH2:2][CH2:3][CH2:4][CH:5]1[S:10][C:9]2[CH:11]=[CH:12][CH:13]=[CH:14][C:8]=2[N:7]([C:15]2[CH:20]=[CH:19][CH:18]=[C:17]([Cl:21])[CH:16]=2)[S:6]1(=[O:23])=[O:22].[CH3:24][NH2:25].Cl.